This data is from Experimentally validated miRNA-target interactions with 360,000+ pairs, plus equal number of negative samples. The task is: Binary Classification. Given a miRNA mature sequence and a target amino acid sequence, predict their likelihood of interaction. (1) The miRNA is hsa-miR-221-3p with sequence AGCUACAUUGUCUGCUGGGUUUC. The protein sequence of the target gene is MMFWRKLPKALFIGLTLAIAVNLLLVFSSKGTLQNLFTGGLHRELPLHLNKRYGAVIKRLSHLEVELQDLKESMKLALRQQENVNSTLKRAKDEVRPLLKAMETKVNETKKHKTQMKLFPHSQLFRQWGEDLSEAQQKAAQDLFRKFGYNAYLSNQLPLNRTIPDTRDYRCLRKTYPSQLPSLSVILIFVNEALSIIQRAITSIINRTPSRLLKEIILVDDFSSNGELKVHLDEKIKLYNQKYPGLLKIIRHPERKGLAQARNTGWEAATADVVAILDAHIEVNVGWAEPILARIQEDRT.... Result: 0 (no interaction). (2) The miRNA is hsa-miR-6794-5p with sequence CAGGGGGACUGGGGGUGAGC. The protein sequence of the target gene is MASGLVRLLQQGHRCLLAPVAPKLVPPVRGVKKGFRAAFRFQKELERQRLLRCPPPPVRRSEKPNWDYHAEIQAFGHRLQENFSLDLLKTAFVNSCYIKSEEAKRQQLGIEKEAVLLNLKSNQELSEQGTSFSQTCLTQFLEDEYPDMPTEGIKNLVDFLTGEEVVCHVARNLAVEQLTLSEEFPVPPAVLQQTFFAVIGALLQSSGPERTALFIRDFLITQMTGKELFEMWKIINPMGLLVEELKKRNVSAPESRLTRQSGGTTALPLYFVGLYCDKKLIAEGPGETVLVAEEEAARVA.... Result: 1 (interaction). (3) The miRNA is cel-miR-48-5p with sequence UGAGGUAGGCUCAGUAGAUGCGA. The protein sequence of the target gene is MAEDKHNKNPLKMLESLGKELISGLLDDFVEKNVLKLEEEEKKKIYDAKLQDKARVLVDSIRQKNQEAGQVFVQTFLNIDKNSTSIKAPEETVAGPDESVGSAATLKLCPHEEFLKLCKERAGEIYPIKERKDRTRLALIICNTEFDHMPPRNGAALDILGMKQLLEGLGYTVEVEEKLTARDMESVLWKFAAREEHKSSDSTFLVFMSHGILDGICGTMHSEEEPDVLPYDTIFRTFNNRNCLSLKDKPKVIIVQACRGANRGELWVSDSPPALADSFSQSSENLEEDAVYKTHVEKDF.... Result: 0 (no interaction). (4) The miRNA is hsa-miR-212-3p with sequence UAACAGUCUCCAGUCACGGCC. The protein sequence of the target gene is MAAVSGLVRRPLREVSGLLKRRFHWTAPAALQVTVRDAINQGMDEELERDEKVFLLGEEVAQYDGAYKVSRGLWKKYGDKRIIDTPISEMGFAGIAVGAAMAGLRPICEFMTFNFSMQAIDQVINSAAKTYYMSGGLQPVPIVFRGPNGASAGVAAQHSQCFAAWYGHCPGLKVVSPWNSEDAKGLIKSAIRDNNPVVVLENELMYGVPFEFPPEAQSKDFLIPIGKAKIERQGTHITVVSHSRPVGHCLEAAAVLSKEGVECEVINMRTIRPMDMETIEASVMKTNHLVTVEGGWPQFG.... Result: 0 (no interaction). (5) The miRNA is hsa-miR-889-5p with sequence AAUGGCUGUCCGUAGUAUGGUC. The protein sequence of the target gene is MDPEQSVKGTKKAEGSPRKRLTKGEAIQTSVSSSVPYPGSGTAATQESPAQELLAPQPFPGPSSVLREGSQEKTGQQQKPPKRPPIEASVHISQLPQHPLTPAFMSPGKPEHLLEGSTWQLVDPMRPGPSGSFVAPGLHPQSQLLPSHASIIPPEDLPGVPKVFVPRPSQVSLKPTEEAHKKERKPQKPGKYICQYCSRPCAKPSVLQKHIRSHTGERPYPCGPCGFSFKTKSNLYKHRKSHAHRIKAGLASGMGGEMYPHGLEMERIPGEEFEEPTEGESTDSEEETSATSGHPAELSP.... Result: 0 (no interaction). (6) The miRNA is hsa-miR-146a-3p with sequence CCUCUGAAAUUCAGUUCUUCAG. The protein sequence of the target gene is MQPQLLLLLLLPLNFPVILTRELLCGGSPEPCANGGTCLRLSRGQGICQCAPGFLGETCQFPDPCRDTQLCKNGGSCQALLPTPPSSRSPTSPLTPHFSCTCPSGFTGDRCQTHLEELCPPSFCSNGGHCYVQASGRPQCSCEPGWTGEQCQLRDFCSANPCANGGVCLATYPQIQCRCPPGFEGHTCERDINECFLEPGPCPQGTSCHNTLGSYQCLCPVGQEGPQCKLRKGACPPGSCLNGGTCQLVPEGHSTFHLCLCPPGFTGLDCEMNPDDCVRHQCQNGATCLDGLDTYTCLCP.... Result: 0 (no interaction). (7) The miRNA is bta-miR-130b with sequence CAGUGCAAUGAUGAAAGGGCAU. The protein sequence of the target gene is MAAADIARQVGEDCRTVPLAGHVGFDSLPDQLVNKSVSQGFCFNILCVGETGLGKSTLMDTLFNTKFEGEPATHTQPGVQLQSNTYDLQESNVGLKLTIVSTVGFGDQINKEDSYKPIVEFIDAQFEAYLQEELKIRRVLHSYHDSRIHVCLYFIAPTGHSLKSLDLVTMKKLDSKVNIIPVIAKSDAISKSELAKFKIKITSELVSNGVQIYQFPTDDESVSEINGTMNAHLPFAVVGSTEEVKIGNKMMRARQYPWGTVQVENEAHCDFVKLREMLIRVNMEDLREQTHARHYELYRR.... Result: 0 (no interaction). (8) The miRNA is hsa-miR-5090 with sequence CCGGGGCAGAUUGGUGUAGGGUG. The protein sequence of the target gene is MRDLPLTSLALVLSALGALLGTEALRAEEPAVGTSGLIFREDLDWPPGSPQEPLCLVALGGDSNGSSSPLRVVGALSAYEQAFLGAVQRARWGPRDLATFGVCNTGDRQAALPSLRRLGAWLRDPGGQRLVVLHLEEVTWEPTPSLRFQEPPPGGAGPPELALLVLYPGPGPEVTVTRAGLPGAQSLCPSRDTRYLVLAVDRPAGAWRGSGLALTLQPRGEDSRLSTARLQALLFGDDHRCFTRMTPALLLLPRSEPAPLPAHGQLDTVPFPPPRPSAELEESPPSADPFLETLTRLVRA.... Result: 1 (interaction). (9) The miRNA is hsa-miR-595 with sequence GAAGUGUGCCGUGGUGUGUCU. The protein sequence of the target gene is MPRTKQIHPRNLRDKIEEAQKELNGAEVSKKEILQAGVKGTSESLKGVKRKKIVAENHLKKIPKSPLRNPLQAKHKQNTEESSFAVLHSASESHKKQNYIPVKNGKQFTKQNGETPGIIAEASKSEESVSPKKPLFLQQPSELRRWRSEGADPAKFSDLDEQCDSSSLSSKTRTDNSECISSHCGTTSPSYTNTAFDVLLKAMEPELSTLSQKGSPCAIKTEKLRPNKTARSPPKLKNSSMDAPNQTSQELVAESQSSCTSYTVHMSAAQKNEQGAMQSASHLYHQHEHFVPKSNQHNQQ.... Result: 1 (interaction).